Dataset: Forward reaction prediction with 1.9M reactions from USPTO patents (1976-2016). Task: Predict the product of the given reaction. (1) Given the reactants [Br:1][C:2]1[CH:10]=[CH:9][C:5]([C:6](O)=O)=[C:4]([F:11])[CH:3]=1.C1N=CN(C(N2C=NC=C2)=O)C=1.Cl.Cl.[NH2:26][C:27]1[C:35]([NH2:36])=[CH:34][CH:33]=[CH:32][C:28]=1[C:29]([NH2:31])=[O:30], predict the reaction product. The product is: [Br:1][C:2]1[CH:10]=[CH:9][C:5]([C:6]2[NH:36][C:35]3[CH:34]=[CH:33][CH:32]=[C:28]([C:29]([NH2:31])=[O:30])[C:27]=3[N:26]=2)=[C:4]([F:11])[CH:3]=1. (2) Given the reactants [C:1]([O:5][C:6]([N:8]1[CH2:12][C@@H:11]([CH2:13][N:14]([CH:31]([CH3:33])[CH3:32])[C:15](=[O:30])[C:16]2[CH:21]=[CH:20][C:19]([O:22][CH3:23])=[C:18]([O:24][CH2:25][CH2:26][CH2:27][O:28][CH3:29])[CH:17]=2)[C@H:10]([C:34](O)=[O:35])[CH2:9]1)=[O:7])([CH3:4])([CH3:3])[CH3:2].CSC.B.CO, predict the reaction product. The product is: [C:1]([O:5][C:6]([N:8]1[CH2:12][C@@H:11]([CH2:13][N:14]([CH:31]([CH3:32])[CH3:33])[C:15](=[O:30])[C:16]2[CH:21]=[CH:20][C:19]([O:22][CH3:23])=[C:18]([O:24][CH2:25][CH2:26][CH2:27][O:28][CH3:29])[CH:17]=2)[C@H:10]([CH2:34][OH:35])[CH2:9]1)=[O:7])([CH3:4])([CH3:3])[CH3:2].